Dataset: Peptide-MHC class I binding affinity with 185,985 pairs from IEDB/IMGT. Task: Regression. Given a peptide amino acid sequence and an MHC pseudo amino acid sequence, predict their binding affinity value. This is MHC class I binding data. (1) The peptide sequence is NLAAQTHLY. The MHC is HLA-B46:01 with pseudo-sequence HLA-B46:01. The binding affinity (normalized) is 0.0847. (2) The peptide sequence is ILGTVSWNL. The MHC is HLA-B07:02 with pseudo-sequence HLA-B07:02. The binding affinity (normalized) is 0.0847. (3) The peptide sequence is FPQSNAPIMD. The MHC is HLA-B51:01 with pseudo-sequence HLA-B51:01. The binding affinity (normalized) is 0.230. (4) The peptide sequence is AISDPCMGL. The MHC is HLA-A11:01 with pseudo-sequence HLA-A11:01. The binding affinity (normalized) is 0.0847. (5) The peptide sequence is RMYSPTSI. The MHC is HLA-B18:01 with pseudo-sequence HLA-B18:01. The binding affinity (normalized) is 0.